This data is from Catalyst prediction with 721,799 reactions and 888 catalyst types from USPTO. The task is: Predict which catalyst facilitates the given reaction. (1) Reactant: Br[C:2]1[N:7]2[CH:8]=[CH:9][N:10]=[C:6]2[C:5]([NH:11][C:12]2[CH:13]=[CH:14][C:15]([N:21]3[CH2:26][CH2:25][O:24][CH2:23][CH2:22]3)=[C:16]([CH:20]=2)[C:17]([NH2:19])=[O:18])=[N:4][CH:3]=1.[F:27][C:28]1[CH:36]=[C:35](B2OC(C)(C)C(C)(C)O2)[CH:34]=[C:33]([F:46])[C:29]=1[C:30]([NH2:32])=[O:31]. Product: [NH3:4].[C:17]([C:16]1[CH:20]=[C:12]([NH:11][C:5]2[C:6]3[N:7]([CH:8]=[CH:9][N:10]=3)[C:2]([C:35]3[CH:34]=[C:33]([F:46])[C:29]([C:30]([NH2:32])=[O:31])=[C:28]([F:27])[CH:36]=3)=[CH:3][N:4]=2)[CH:13]=[CH:14][C:15]=1[N:21]1[CH2:26][CH2:25][O:24][CH2:23][CH2:22]1)(=[O:18])[NH2:19]. The catalyst class is: 77. (2) Reactant: [Cl-].[Cl-].[Cl-].[Al+3].[CH3:5][CH:6]([CH3:10])[C:7](Cl)=[O:8].[C:11]([O:14][CH2:15][CH2:16][O:17][C:18]1[CH:23]=[CH:22][CH:21]=[CH:20][CH:19]=1)(=[O:13])[CH3:12].Cl. Product: [C:11]([O:14][CH2:15][CH2:16][O:17][C:18]1[CH:23]=[CH:22][C:21]([C:7](=[O:8])[CH:6]([CH3:10])[CH3:5])=[CH:20][CH:19]=1)(=[O:13])[CH3:12]. The catalyst class is: 46. (3) Reactant: C(OC([N:8]([C:16]1[CH2:22][C:21]([C:23](=[O:32])[N:24]([CH2:28][C:29]([NH2:31])=[O:30])[CH2:25][CH2:26][CH3:27])=[CH:20][C:19]2[CH:33]=[C:34]([C:37]3[CH:42]=[CH:41][C:40]([C:43]([N:45]4[CH2:49][CH2:48][CH2:47][CH2:46]4)=[O:44])=[CH:39][C:38]=3[Cl:50])[CH:35]=[CH:36][C:18]=2[N:17]=1)C(OC(C)(C)C)=O)=O)(C)(C)C.C(O)(C(F)(F)F)=O. Product: [NH2:8][C:16]1[CH2:22][C:21]([C:23]([N:24]([CH2:28][C:29]([NH2:31])=[O:30])[CH2:25][CH2:26][CH3:27])=[O:32])=[CH:20][C:19]2[CH:33]=[C:34]([C:37]3[CH:42]=[CH:41][C:40]([C:43]([N:45]4[CH2:49][CH2:48][CH2:47][CH2:46]4)=[O:44])=[CH:39][C:38]=3[Cl:50])[CH:35]=[CH:36][C:18]=2[N:17]=1. The catalyst class is: 2. (4) Reactant: [NH2:1][C:2]1[CH:11]=[CH:10][C:9]2[C:4](=[CH:5][CH:6]=[CH:7][CH:8]=2)[C:3]=1[C:12]1[C:21]2[C:16](=[CH:17][CH:18]=[CH:19][CH:20]=2)[CH:15]=[CH:14][C:13]=1[P:22]([C:30]1[CH:35]=[CH:34][CH:33]=[CH:32][CH:31]=1)([C:24]1[CH:29]=[CH:28][CH:27]=[CH:26][CH:25]=1)=[O:23].N1C=CC=CC=1.[C:42](Cl)(=[O:44])[CH3:43].[Cl-].[NH4+]. Product: [C:42]([NH:1][C:2]1[CH:11]=[CH:10][C:9]2[C:4](=[CH:5][CH:6]=[CH:7][CH:8]=2)[C:3]=1[C:12]1[C:21]2[C:16](=[CH:17][CH:18]=[CH:19][CH:20]=2)[CH:15]=[CH:14][C:13]=1[P:22]([C:24]1[CH:25]=[CH:26][CH:27]=[CH:28][CH:29]=1)([C:30]1[CH:31]=[CH:32][CH:33]=[CH:34][CH:35]=1)=[O:23])(=[O:44])[CH3:43]. The catalyst class is: 2. (5) The catalyst class is: 3. Reactant: CS(O[CH2:6][CH2:7][N:8]1[C:16]2[N:15]=[C:14]([NH2:17])[N:13]3[N:18]=[C:19]([C:21]4[O:22][CH:23]=[CH:24][CH:25]=4)[N:20]=[C:12]3[C:11]=2[CH:10]=[CH:9]1)(=O)=O.[F:26][C:27]1[CH:32]=[C:31]([F:33])[CH:30]=[CH:29][C:28]=1[N:34]1[CH2:40][CH2:39][CH2:38][NH:37][CH2:36][CH2:35]1.CCN(C(C)C)C(C)C. Product: [F:26][C:27]1[CH:32]=[C:31]([F:33])[CH:30]=[CH:29][C:28]=1[N:34]1[CH2:40][CH2:39][CH2:38][N:37]([CH2:6][CH2:7][N:8]2[C:16]3[N:15]=[C:14]([NH2:17])[N:13]4[N:18]=[C:19]([C:21]5[O:22][CH:23]=[CH:24][CH:25]=5)[N:20]=[C:12]4[C:11]=3[CH:10]=[CH:9]2)[CH2:36][CH2:35]1.